This data is from Full USPTO retrosynthesis dataset with 1.9M reactions from patents (1976-2016). The task is: Predict the reactants needed to synthesize the given product. (1) Given the product [Cl:43][C:44]1[C:45]([CH3:52])=[C:46]([CH2:50][NH:51][C:7]([CH:5]2[CH2:6][N:2]([CH3:1])[C:3](=[O:11])[N:4]2[CH3:10])=[O:9])[CH:47]=[CH:48][CH:49]=1, predict the reactants needed to synthesize it. The reactants are: [CH3:1][N:2]1[CH2:6][CH:5]([C:7]([OH:9])=O)[N:4]([CH3:10])[C:3]1=[O:11].C(N1CCOCC1)C.O.ON1C2C=CC=CC=2N=N1.Cl.C(N=C=NCCCN(C)C)C.[Cl:43][C:44]1[C:45]([CH3:52])=[C:46]([CH2:50][NH2:51])[CH:47]=[CH:48][CH:49]=1. (2) Given the product [NH2:25][C:21]1[CH:20]=[C:19]2[C:24](=[CH:23][CH:22]=1)[N:15]([CH2:14][CH2:13][CH2:12][N:2]([CH3:1])[C:3](=[O:11])[O:4][C:5]1[CH:6]=[CH:7][CH:8]=[CH:9][CH:10]=1)[CH2:16][CH2:17][CH2:18]2, predict the reactants needed to synthesize it. The reactants are: [CH3:1][N:2]([CH2:12][CH2:13][CH2:14][N:15]1[C:24]2[C:19](=[CH:20][C:21]([N+:25]([O-])=O)=[CH:22][CH:23]=2)[CH2:18][CH2:17][CH2:16]1)[C:3](=[O:11])[O:4][C:5]1[CH:10]=[CH:9][CH:8]=[CH:7][CH:6]=1.